From a dataset of Reaction yield outcomes from USPTO patents with 853,638 reactions. Predict the reaction yield, written as a fraction of the theoretical maximum amount of product (1.0 means a 100% yield; for example, 0.34 means a 34% yield). (1) The reactants are [CH3:1][C:2]1[O:6][N:5]=[C:4]([C:7]([N:9]2[CH2:14][CH2:13][CH:12]([CH2:15][C:16]([OH:18])=O)[CH2:11][CH2:10]2)=[O:8])[CH:3]=1.F[P-](F)(F)(F)(F)F.C[N+](C)=C(N(C)C)ON1C2N=CC=CC=2N=N1.[F:43][C:44]([F:49])([F:48])[C:45]([OH:47])=[O:46].[F:50][C:51]([F:56])([F:55])[C:52]([OH:54])=[O:53].FC(F)(F)C(O)=O.[F:64][C:65]1[CH:66]=[N:67][C:68]2[NH:69][C:70]3[CH:71]=[N:72][CH:73]=[C:74]([CH:87]=3)[CH2:75][CH2:76][C:77]3[CH:85]=[C:81]([NH:82][C:83]=1[N:84]=2)[CH:80]=[CH:79][C:78]=3[NH2:86]. The catalyst is CN(C)C=O.C(N(CC)C(C)C)(C)C. The product is [F:43][C:44]([F:49])([F:48])[C:45]([OH:47])=[O:46].[F:50][C:51]([F:56])([F:55])[C:52]([OH:54])=[O:53].[F:64][C:65]1[CH:66]=[N:67][C:68]2[NH:69][C:70]3[CH:71]=[N:72][CH:73]=[C:74]([CH:87]=3)[CH2:75][CH2:76][C:77]3[CH:85]=[C:81]([NH:82][C:83]=1[N:84]=2)[CH:80]=[CH:79][C:78]=3[NH:86][C:16](=[O:18])[CH2:15][CH:12]1[CH2:11][CH2:10][N:9]([C:7]([C:4]2[CH:3]=[C:2]([CH3:1])[O:6][N:5]=2)=[O:8])[CH2:14][CH2:13]1. The yield is 0.140. (2) The reactants are ClC1C=C(C=CC=1)C(OO)=[O:6].[CH2:12]([O:19][C:20](=[O:36])[NH:21][CH2:22][CH2:23][CH2:24][CH2:25][C:26]1[CH:31]=[CH:30][C:29]([O:32][CH2:33][CH:34]=[CH2:35])=[CH:28][CH:27]=1)[C:13]1[CH:18]=[CH:17][CH:16]=[CH:15][CH:14]=1. The catalyst is C(Cl)Cl. The product is [CH2:12]([O:19][C:20](=[O:36])[NH:21][CH2:22][CH2:23][CH2:24][CH2:25][C:26]1[CH:31]=[CH:30][C:29]([O:32][CH2:33][CH:34]2[CH2:35][O:6]2)=[CH:28][CH:27]=1)[C:13]1[CH:18]=[CH:17][CH:16]=[CH:15][CH:14]=1. The yield is 0.720. (3) The reactants are Br[C:2]1[CH:3]=[CH:4][C:5]2[N:6]([C:8]([C:18]([NH:20][CH3:21])=[O:19])=[C:9]([C:11]3[CH:16]=[CH:15][C:14]([F:17])=[CH:13][CH:12]=3)[N:10]=2)[CH:7]=1.B([C:25]1[CH:26]=[C:27]([CH:31]=[CH:32][CH:33]=1)[C:28]([OH:30])=[O:29])(O)O.C([O-])([O-])=O.[Cs+].[Cs+].Cl. The catalyst is C1C=CC([P]([Pd]([P](C2C=CC=CC=2)(C2C=CC=CC=2)C2C=CC=CC=2)([P](C2C=CC=CC=2)(C2C=CC=CC=2)C2C=CC=CC=2)[P](C2C=CC=CC=2)(C2C=CC=CC=2)C2C=CC=CC=2)(C2C=CC=CC=2)C2C=CC=CC=2)=CC=1.O.O1CCOCC1. The product is [F:17][C:14]1[CH:15]=[CH:16][C:11]([C:9]2[N:10]=[C:5]3[CH:4]=[CH:3][C:2]([C:25]4[CH:26]=[C:27]([CH:31]=[CH:32][CH:33]=4)[C:28]([OH:30])=[O:29])=[CH:7][N:6]3[C:8]=2[C:18](=[O:19])[NH:20][CH3:21])=[CH:12][CH:13]=1. The yield is 0.780. (4) The reactants are [C:1]([O:5][C:6]([NH:8][C@@H:9]([C:11]1[CH:20]=[CH:19][C:18]2[C:13](=[CH:14][C:15](/[CH:21]=[CH:22]/[C@:23]([CH2:28][O:29][CH3:30])([CH3:27])[C:24]([OH:26])=[O:25])=[CH:16][CH:17]=2)[N:12]=1)[CH3:10])=[O:7])([CH3:4])([CH3:3])[CH3:2].[Cl:31][C:32]([Cl:56])([Cl:55])[CH2:33][O:34][C:35]([C@@H:37]1[CH2:42][CH2:41][CH2:40][N:39]([C:43](=[O:54])[C@@H:44]([NH:46][C:47](=[O:53])[C@@H:48](O)[CH:49]([CH3:51])[CH3:50])[CH3:45])[NH:38]1)=[O:36].C(N(CC)C(C)C)(C)C.CC1C=CC=C([N+]([O-])=O)C=1C(OC(=O)C1C([N+]([O-])=O)=CC=CC=1C)=O.C(=O)([O-])O.[Na+]. The catalyst is ClCCl.CN(C)C1C=CN=CC=1. The product is [Cl:55][C:32]([Cl:31])([Cl:56])[CH2:33][O:34][C:35]([C@@H:37]1[CH2:42][CH2:41][CH2:40][N:39]([C:43](=[O:54])[C@@H:44]([NH:46][C:47](=[O:53])[C@@H:48]([O:25][C:24](=[O:26])[C@@:23]([CH2:28][O:29][CH3:30])([CH3:27])/[CH:22]=[CH:21]/[C:15]2[CH:14]=[C:13]3[C:18]([CH:19]=[CH:20][C:11]([C@H:9]([NH:8][C:6]([O:5][C:1]([CH3:3])([CH3:4])[CH3:2])=[O:7])[CH3:10])=[N:12]3)=[CH:17][CH:16]=2)[CH:49]([CH3:50])[CH3:51])[CH3:45])[NH:38]1)=[O:36]. The yield is 0.780.